The task is: Predict the reactants needed to synthesize the given product.. This data is from Full USPTO retrosynthesis dataset with 1.9M reactions from patents (1976-2016). (1) Given the product [CH2:1]([N:8]1[C:17](=[O:18])[CH:16]2[CH2:19][O:20][CH2:21][CH2:22][N:15]2[C:14]2[N:13]=[C:12]([C:32]3[CH:40]=[CH:39][CH:38]=[C:37]4[C:33]=3[CH:34]=[CH:35][NH:36]4)[N:11]=[CH:10][C:9]1=2)[C:2]1[CH:7]=[CH:6][CH:5]=[CH:4][CH:3]=1, predict the reactants needed to synthesize it. The reactants are: [CH2:1]([N:8]1[C:17](=[O:18])[CH:16]2[CH2:19][O:20][CH2:21][CH2:22][N:15]2[C:14]2[N:13]=[C:12](Cl)[N:11]=[CH:10][C:9]1=2)[C:2]1[CH:7]=[CH:6][CH:5]=[CH:4][CH:3]=1.CC1(C)C(C)(C)OB([C:32]2[CH:40]=[CH:39][CH:38]=[C:37]3[C:33]=2[CH:34]=[CH:35][NH:36]3)O1.C([O-])(O)=O.[Na+]. (2) Given the product [Cl:6][C:7]1[CH:8]=[C:9]2[C:14](=[C:15]([S:2]([OH:5])(=[O:4])=[O:3])[CH:16]=1)[O:13][CH2:12][C@H:11]([NH:17][C:18](=[O:23])[C:19]([F:20])([F:22])[F:21])[CH2:10]2, predict the reactants needed to synthesize it. The reactants are: Cl[S:2]([OH:5])(=[O:4])=[O:3].[Cl:6][C:7]1[CH:8]=[C:9]2[C:14](=[CH:15][CH:16]=1)[O:13][CH2:12][C@H:11]([NH:17][C:18](=[O:23])[C:19]([F:22])([F:21])[F:20])[CH2:10]2.O.ClCCl. (3) Given the product [C:1]([O:5][C:6](=[O:39])[N:7]([CH:9]([C:11](=[O:38])[NH:12][CH:13]([C:18]([N:20]1[CH2:24][CH2:23][CH:22]2[N:25]([S:50]([CH3:49])(=[O:52])=[O:51])[CH2:26][CH:27]([CH2:28][O:29][C:30]3[CH:35]=[CH:34][C:33]([F:36])=[C:32]([F:37])[CH:31]=3)[CH:21]12)=[O:19])[C:14]([CH3:16])([CH3:17])[CH3:15])[CH3:10])[CH3:8])([CH3:2])([CH3:3])[CH3:4], predict the reactants needed to synthesize it. The reactants are: [C:1]([O:5][C:6](=[O:39])[N:7]([CH:9]([C:11](=[O:38])[NH:12][CH:13]([C:18]([N:20]1[CH2:24][CH2:23][CH:22]2[NH:25][CH2:26][CH:27]([CH2:28][O:29][C:30]3[CH:35]=[CH:34][C:33]([F:36])=[C:32]([F:37])[CH:31]=3)[CH:21]12)=[O:19])[C:14]([CH3:17])([CH3:16])[CH3:15])[CH3:10])[CH3:8])([CH3:4])([CH3:3])[CH3:2].CCN(C(C)C)C(C)C.[CH3:49][S:50](Cl)(=[O:52])=[O:51].